This data is from Peptide-MHC class I binding affinity with 185,985 pairs from IEDB/IMGT. The task is: Regression. Given a peptide amino acid sequence and an MHC pseudo amino acid sequence, predict their binding affinity value. This is MHC class I binding data. (1) The peptide sequence is FPYEGGKVF. The MHC is HLA-A26:01 with pseudo-sequence HLA-A26:01. The binding affinity (normalized) is 0.300. (2) The peptide sequence is ITDEINQIK. The MHC is HLA-B46:01 with pseudo-sequence HLA-B46:01. The binding affinity (normalized) is 0.0847. (3) The peptide sequence is SGMLFVNDL. The MHC is HLA-B08:01 with pseudo-sequence HLA-B08:01. The binding affinity (normalized) is 0.465. (4) The peptide sequence is SGPSNTYPEI. The binding affinity (normalized) is 0.393. The MHC is Patr-B1301 with pseudo-sequence Patr-B1301. (5) The peptide sequence is KPGPDNSTH. The MHC is HLA-B07:02 with pseudo-sequence HLA-B07:02. The binding affinity (normalized) is 0.